From a dataset of Forward reaction prediction with 1.9M reactions from USPTO patents (1976-2016). Predict the product of the given reaction. The product is: [Br:49][C:4]1[CH:5]=[CH:6][C:1]([N:7]2[C:12](=[O:13])[C:11]3[S:14][CH:15]=[C:16]([C:17]4[CH:18]=[CH:19][CH:20]=[CH:21][CH:22]=4)[C:10]=3[N:9]=[CH:8]2)=[CH:2][CH:3]=1. Given the reactants [C:1]1([N:7]2[C:12](=[O:13])[C:11]3[S:14][CH:15]=[C:16]([C:17]4[CH:22]=[CH:21][CH:20]=[CH:19][CH:18]=4)[C:10]=3[N:9]=[CH:8]2)[CH:6]=[CH:5][CH:4]=[CH:3][CH:2]=1.NC1C(C2C=CC=CC=2)=CSC=1C(OC)=O.C(OCC)(OCC)OCC.[Br:49]C1C=CC(N)=CC=1, predict the reaction product.